Dataset: Reaction yield outcomes from USPTO patents with 853,638 reactions. Task: Predict the reaction yield, written as a fraction of the theoretical maximum amount of product (1.0 means a 100% yield; for example, 0.34 means a 34% yield). (1) The reactants are [C:1]1([OH:7])[CH:6]=[CH:5][CH:4]=[CH:3][CH:2]=1.C(=O)([O-])[O-].[K+].[K+].[NH2:14][C:15]1[N:16]=[C:17]([N:32]2[CH2:37][CH2:36][N:35]([C:38](=[O:42])[CH:39](Cl)[CH3:40])[CH2:34][CH2:33]2)[C:18]2[N:24]=[C:23]([C:25]3[CH:30]=[CH:29][C:28]([F:31])=[CH:27][CH:26]=3)[CH:22]=[CH:21][C:19]=2[N:20]=1. No catalyst specified. The product is [NH2:14][C:15]1[N:16]=[C:17]([N:32]2[CH2:33][CH2:34][N:35]([C:38](=[O:42])[CH:39]([O:7][C:1]3[CH:6]=[CH:5][CH:4]=[CH:3][CH:2]=3)[CH3:40])[CH2:36][CH2:37]2)[C:18]2[N:24]=[C:23]([C:25]3[CH:26]=[CH:27][C:28]([F:31])=[CH:29][CH:30]=3)[CH:22]=[CH:21][C:19]=2[N:20]=1. The yield is 0.700. (2) The reactants are [C:1](Cl)(=[O:4])[CH:2]=[CH2:3].[CH3:6][N:7]([CH3:40])[C@@H:8]1[CH2:12][CH2:11][N:10]([C:13]2[CH:18]=[C:17]([O:19][CH3:20])[C:16]([NH:21][C:22]3[N:27]=[C:26]([C:28]4[C:36]5[C:31](=[CH:32][CH:33]=[CH:34][CH:35]=5)[N:30]([CH3:37])[CH:29]=4)[C:25]([CH3:38])=[CH:24][N:23]=3)=[CH:15][C:14]=2[NH2:39])[CH2:9]1.CCN(C(C)C)C(C)C. The catalyst is C1COCC1.O.C(Cl)Cl.C(OCC)C. The product is [CH3:40][N:7]([CH3:6])[C@@H:8]1[CH2:12][CH2:11][N:10]([C:13]2[CH:18]=[C:17]([O:19][CH3:20])[C:16]([NH:21][C:22]3[N:27]=[C:26]([C:28]4[C:36]5[C:31](=[CH:32][CH:33]=[CH:34][CH:35]=5)[N:30]([CH3:37])[CH:29]=4)[C:25]([CH3:38])=[CH:24][N:23]=3)=[CH:15][C:14]=2[NH:39][C:1](=[O:4])[CH:2]=[CH2:3])[CH2:9]1. The yield is 0.470. (3) The reactants are [Br:1][C:2]1[CH:7]=[CH:6][C:5](O)=[C:4]([CH:9]([C:12]2[CH:17]=[CH:16][C:15]([CH:18]([CH3:20])[CH3:19])=[CH:14][CH:13]=2)[CH2:10][OH:11])[CH:3]=1. The catalyst is CO. The product is [Br:1][C:2]1[CH:7]=[CH:6][C:5]2[O:11][CH2:10][CH:9]([C:12]3[CH:17]=[CH:16][C:15]([CH:18]([CH3:20])[CH3:19])=[CH:14][CH:13]=3)[C:4]=2[CH:3]=1. The yield is 0.620. (4) The reactants are [Cl:1][C:2]1[CH:7]=[CH:6][C:5]([CH:8]2[CH2:13][C:12](=[O:14])[NH:11][C:10]([CH3:15])=[C:9]2[C:16]([OH:18])=O)=[C:4]([F:19])[CH:3]=1.[NH2:20][C:21]1[CH:22]=[C:23]2[C:27](=[C:28]([CH3:30])[CH:29]=1)[NH:26][N:25]=[CH:24]2.C(Cl)CCl.CCN(CC)CC. The catalyst is CN(C=O)C.CCOC(C)=O.Cl. The product is [Cl:1][C:2]1[CH:7]=[CH:6][C:5]([CH:8]2[CH2:13][C:12](=[O:14])[NH:11][C:10]([CH3:15])=[C:9]2[C:16]([NH:20][C:21]2[CH:22]=[C:23]3[C:27](=[C:28]([CH3:30])[CH:29]=2)[NH:26][N:25]=[CH:24]3)=[O:18])=[C:4]([F:19])[CH:3]=1. The yield is 0.260. (5) The reactants are [Cu][C:2]#[N:3].[C-]#N.[Na+].[NH2:7][C:8]1[C:13](Br)=[N:12][C:11]([Br:15])=[CH:10][N:9]=1. The catalyst is CN(C=O)C. The product is [NH2:7][C:8]1[C:13]([C:2]#[N:3])=[N:12][C:11]([Br:15])=[CH:10][N:9]=1. The yield is 0.672. (6) The reactants are [CH3:1][O:2][C:3]1[CH:4]=[C:5]([C:9]2[C:13]([CH3:14])=[C:12]([C:15]3[CH:20]=[CH:19][C:18]([O:21][CH3:22])=[CH:17][CH:16]=3)[S:11][C:10]=2[CH:23]2OCC[O:24]2)[CH:6]=[CH:7][CH:8]=1.CC1C=CC(S([O-])(=O)=O)=CC=1.C1C=C[NH+]=CC=1. The catalyst is CC(C)=O. The product is [CH3:1][O:2][C:3]1[CH:4]=[C:5]([C:9]2[C:13]([CH3:14])=[C:12]([C:15]3[CH:16]=[CH:17][C:18]([O:21][CH3:22])=[CH:19][CH:20]=3)[S:11][C:10]=2[CH:23]=[O:24])[CH:6]=[CH:7][CH:8]=1. The yield is 0.950. (7) The reactants are [CH3:1][C:2]1[CH:10]=[C:9]2[C:5]([CH2:6][C:7](=[O:11])[NH:8]2)=[CH:4][CH:3]=1.Cl[C:13]1[C:22]2[C:17](=[CH:18][C:19]([O:23][CH2:24][CH2:25][CH2:26][N:27]3[CH2:32][CH2:31][O:30][CH2:29][CH2:28]3)=[CH:20][CH:21]=2)[N:16]=[CH:15][N:14]=1. The catalyst is O.C(#N)C. The product is [CH3:1][C:2]1[CH:10]=[C:9]2[C:5]([C:6]([C:13]3[C:22]4[C:17](=[CH:18][C:19]([O:23][CH2:24][CH2:25][CH2:26][N:27]5[CH2:32][CH2:31][O:30][CH2:29][CH2:28]5)=[CH:20][CH:21]=4)[N:16]=[CH:15][N:14]=3)=[C:7]([OH:11])[NH:8]2)=[CH:4][CH:3]=1. The yield is 0.0600. (8) The reactants are [OH:1][C:2]1[C:7]([CH:8]([CH3:10])[CH3:9])=[CH:6][C:5]([C:11](=O)[CH2:12][CH2:13][C:14]([O:16]C)=[O:15])=[CH:4][C:3]=1[CH:19]([CH3:21])[CH3:20].[H][H].[OH-].[K+]. The catalyst is C(O)C.[Pd]. The product is [OH:1][C:2]1[C:3]([CH:19]([CH3:21])[CH3:20])=[CH:4][C:5]([CH2:11][CH2:12][CH2:13][C:14]([OH:16])=[O:15])=[CH:6][C:7]=1[CH:8]([CH3:10])[CH3:9]. The yield is 0.910. (9) The reactants are [OH:1][C:2]1[C:7]([CH:8]=[O:9])=[CH:6][C:5]([O:10][CH3:11])=[N:4][CH:3]=1.Cl.Cl[CH2:14][C:15]1[C:16]([C:21]2[N:25]([CH:26]([CH3:28])[CH3:27])[N:24]=[CH:23][CH:22]=2)=[N:17][CH:18]=[CH:19][CH:20]=1.C([O-])([O-])=O.[K+].[K+]. The catalyst is CN(C=O)C. The product is [CH:26]([N:25]1[C:21]([C:16]2[C:15]([CH2:14][O:1][C:2]3[C:7]([CH:8]=[O:9])=[CH:6][C:5]([O:10][CH3:11])=[N:4][CH:3]=3)=[CH:20][CH:19]=[CH:18][N:17]=2)=[CH:22][CH:23]=[N:24]1)([CH3:28])[CH3:27]. The yield is 0.650.